The task is: Binary Classification. Given a drug SMILES string, predict its activity (active/inactive) in a high-throughput screening assay against a specified biological target.. This data is from HIV replication inhibition screening data with 41,000+ compounds from the AIDS Antiviral Screen. (1) The compound is C[n+]1c(-c2ccc(C=NNC(=N)NCCCCCCNC(=N)NN=Cc3ccc(-c4cn5ccccc5[n+]4C)cc3)cc2)cn2ccccc21.I.[I-]. The result is 1 (active). (2) The drug is CCOC(=O)C1(CO)CSCCSC1. The result is 0 (inactive). (3) The compound is O=C1NC(=S)N(c2ccccc2)C1=O. The result is 0 (inactive). (4) The compound is CC1=NOCC1=NNc1ccc(C(C)=NC2C3CC4CC(C3)CC2C4)cc1. The result is 0 (inactive). (5) The drug is CCCC(=O)NC(Nc1ccc(S(=O)(=O)Nc2nc(C)cc(C)n2)cc1)(C(F)(F)F)C(F)(F)F. The result is 0 (inactive). (6) The molecule is O=C1CC(=O)NC(NN2C(=O)CSC2c2ccc(Cl)cc2)=N1. The result is 0 (inactive). (7) The molecule is Br.CC12CC(c3ccccc3O1)N1CCCSC1=N2. The result is 0 (inactive).